This data is from Reaction yield outcomes from USPTO patents with 853,638 reactions. The task is: Predict the reaction yield, written as a fraction of the theoretical maximum amount of product (1.0 means a 100% yield; for example, 0.34 means a 34% yield). (1) The reactants are [CH2:1]([P:10](=[O:17])([O:14][CH2:15][CH3:16])[O:11][CH2:12][CH3:13])P(=O)(OCC)OCC.[H-].[Na+].[CH:20]([C:22]1[C:23]([NH:33][C:34](=[O:58])[CH2:35][C:36]2[CH:41]=[CH:40][C:39]([O:42][CH2:43][C:44]3[N:45]=[C:46]([C:50]4[CH:55]=[CH:54][CH:53]=[CH:52][CH:51]=4)[O:47][C:48]=3[CH3:49])=[C:38]([O:56][CH3:57])[CH:37]=2)=[N:24][N:25]([C:27]2[CH:32]=[CH:31][CH:30]=[CH:29][CH:28]=2)[CH:26]=1)=O.O. The catalyst is CN(C)C=O. The product is [CH3:57][O:56][C:38]1[CH:37]=[C:36]([CH2:35][C:34]([NH:33][C:23]2[C:22](/[CH:20]=[CH:1]/[P:10](=[O:17])([O:11][CH2:12][CH3:13])[O:14][CH2:15][CH3:16])=[CH:26][N:25]([C:27]3[CH:32]=[CH:31][CH:30]=[CH:29][CH:28]=3)[N:24]=2)=[O:58])[CH:41]=[CH:40][C:39]=1[O:42][CH2:43][C:44]1[N:45]=[C:46]([C:50]2[CH:51]=[CH:52][CH:53]=[CH:54][CH:55]=2)[O:47][C:48]=1[CH3:49]. The yield is 0.210. (2) The reactants are [CH3:1][O:2][C:3](=[O:21])[CH:4]=[CH:5][C:6]1[CH:11]=[C:10]([NH2:12])[CH:9]=[CH:8][C:7]=1[O:13][C:14]1[CH:19]=[CH:18][C:17]([F:20])=[CH:16][CH:15]=1.Br[CH2:23][C:24]1[CH:25]=[N:26][CH:27]=[CH:28][CH:29]=1.C([O-])([O-])=O.[K+].[K+]. The catalyst is CN(C=O)C. The product is [F:20][C:17]1[CH:16]=[CH:15][C:14]([O:13][C:7]2[CH:8]=[CH:9][C:10]([NH:12][CH2:23][C:24]3[CH:25]=[N:26][CH:27]=[CH:28][CH:29]=3)=[CH:11][C:6]=2/[CH:5]=[CH:4]/[C:3]([O:2][CH3:1])=[O:21])=[CH:19][CH:18]=1. The yield is 0.610.